From a dataset of Reaction yield outcomes from USPTO patents with 853,638 reactions. Predict the reaction yield, written as a fraction of the theoretical maximum amount of product (1.0 means a 100% yield; for example, 0.34 means a 34% yield). (1) The reactants are [CH2:1]([NH:8][C:9](=[O:21])[C@@H:10]([CH2:15][O:16]C(C)(C)C)[NH:11][C:12](=[O:14])[CH3:13])[C:2]1[CH:7]=[CH:6][CH:5]=[CH:4][CH:3]=1.Cl. The catalyst is ClCCl. The product is [CH2:1]([NH:8][C:9](=[O:21])[C@@H:10]([CH2:15][OH:16])[NH:11][C:12](=[O:14])[CH3:13])[C:2]1[CH:3]=[CH:4][CH:5]=[CH:6][CH:7]=1. The yield is 0.520. (2) The reactants are [C:1]([C:3]1[CH:4]=[N:5][C:6]2[CH2:7][C:8]3[C:9]([N:28]=[CH:29][N:30]=3)=[CH:10][C:11]=2[C:12]=1[N:13]([C:16]1[CH:21]=[C:20]([O:22][CH3:23])[C:19]([O:24][CH3:25])=[C:18]([O:26][CH3:27])[CH:17]=1)C=O)#[N:2].C(=O)([O-])[O-].[K+].[K+]. The catalyst is CO.O.CC(O)=O. The product is [CH3:27][O:26][C:18]1[CH:17]=[C:16]([CH:21]=[C:20]([O:22][CH3:23])[C:19]=1[O:24][CH3:25])[NH:13][C:12]1[C:11]2[CH:10]=[C:9]3[N:28]=[CH:29][N:30]=[C:8]3[CH2:7][C:6]=2[N:5]=[CH:4][C:3]=1[C:1]#[N:2]. The yield is 0.685.